From a dataset of NCI-60 drug combinations with 297,098 pairs across 59 cell lines. Regression. Given two drug SMILES strings and cell line genomic features, predict the synergy score measuring deviation from expected non-interaction effect. (1) Synergy scores: CSS=5.10, Synergy_ZIP=3.90, Synergy_Bliss=7.34, Synergy_Loewe=-2.09, Synergy_HSA=-1.78. Cell line: OVCAR-4. Drug 2: CC1=C2C(C(=O)C3(C(CC4C(C3C(C(C2(C)C)(CC1OC(=O)C(C(C5=CC=CC=C5)NC(=O)OC(C)(C)C)O)O)OC(=O)C6=CC=CC=C6)(CO4)OC(=O)C)O)C)O. Drug 1: CC1C(C(=O)NC(C(=O)N2CCCC2C(=O)N(CC(=O)N(C(C(=O)O1)C(C)C)C)C)C(C)C)NC(=O)C3=C4C(=C(C=C3)C)OC5=C(C(=O)C(=C(C5=N4)C(=O)NC6C(OC(=O)C(N(C(=O)CN(C(=O)C7CCCN7C(=O)C(NC6=O)C(C)C)C)C)C(C)C)C)N)C. (2) Drug 1: CCC1=C2CN3C(=CC4=C(C3=O)COC(=O)C4(CC)O)C2=NC5=C1C=C(C=C5)O. Drug 2: CC1=C(C(=O)C2=C(C1=O)N3CC4C(C3(C2COC(=O)N)OC)N4)N. Cell line: K-562. Synergy scores: CSS=43.3, Synergy_ZIP=2.62, Synergy_Bliss=3.29, Synergy_Loewe=-0.136, Synergy_HSA=5.92. (3) Drug 1: COC1=C(C=C2C(=C1)N=CN=C2NC3=CC(=C(C=C3)F)Cl)OCCCN4CCOCC4. Drug 2: CS(=O)(=O)OCCCCOS(=O)(=O)C. Cell line: IGROV1. Synergy scores: CSS=53.5, Synergy_ZIP=4.11, Synergy_Bliss=4.00, Synergy_Loewe=-4.67, Synergy_HSA=7.15. (4) Drug 1: C1CN1P(=S)(N2CC2)N3CC3. Drug 2: CS(=O)(=O)CCNCC1=CC=C(O1)C2=CC3=C(C=C2)N=CN=C3NC4=CC(=C(C=C4)OCC5=CC(=CC=C5)F)Cl. Cell line: NCI-H226. Synergy scores: CSS=0.317, Synergy_ZIP=0.0410, Synergy_Bliss=2.03, Synergy_Loewe=-3.70, Synergy_HSA=-2.60. (5) Drug 1: C1=CN(C(=O)N=C1N)C2C(C(C(O2)CO)O)O.Cl. Drug 2: CC1CCC2CC(C(=CC=CC=CC(CC(C(=O)C(C(C(=CC(C(=O)CC(OC(=O)C3CCCCN3C(=O)C(=O)C1(O2)O)C(C)CC4CCC(C(C4)OC)O)C)C)O)OC)C)C)C)OC. Cell line: HS 578T. Synergy scores: CSS=21.7, Synergy_ZIP=-1.34, Synergy_Bliss=0.182, Synergy_Loewe=-4.63, Synergy_HSA=0.318. (6) Drug 1: C1=CC(=CC=C1CC(C(=O)O)N)N(CCCl)CCCl.Cl. Drug 2: CCC1(CC2CC(C3=C(CCN(C2)C1)C4=CC=CC=C4N3)(C5=C(C=C6C(=C5)C78CCN9C7C(C=CC9)(C(C(C8N6C)(C(=O)OC)O)OC(=O)C)CC)OC)C(=O)OC)O.OS(=O)(=O)O. Cell line: SNB-19. Synergy scores: CSS=19.5, Synergy_ZIP=-4.41, Synergy_Bliss=-4.48, Synergy_Loewe=-30.4, Synergy_HSA=-6.03.